This data is from Catalyst prediction with 721,799 reactions and 888 catalyst types from USPTO. The task is: Predict which catalyst facilitates the given reaction. (1) Reactant: [CH3:1][N:2]1[C:7]2=[CH:8][N:9]([CH2:17][CH:18]([NH:21]C(=O)OCC3C=CC=CC=3)[CH2:19][OH:20])[C:10]([C:11]3[CH:16]=[CH:15][CH:14]=[CH:13][CH:12]=3)=[C:6]2[C:5](=[O:32])[N:4]([CH3:33])[C:3]1=[O:34].CN1C2=CN(CC3COC(=O)N3)C(C3C=CC=CC=3)=C2C(=O)N(C)C1=O. Product: [NH2:21][CH:18]([CH2:19][OH:20])[CH2:17][N:9]1[C:10]([C:11]2[CH:16]=[CH:15][CH:14]=[CH:13][CH:12]=2)=[C:6]2[C:7]([N:2]([CH3:1])[C:3](=[O:34])[N:4]([CH3:33])[C:5]2=[O:32])=[CH:8]1. The catalyst class is: 63. (2) Reactant: [NH2:1][C:2]1[O:3][CH2:4][C:5]2([N:22]=1)[C:18]1([CH3:19])[CH:13]([CH2:14][CH2:15][C:16](=[O:20])[CH2:17]1)[O:12][C:11]1[C:6]2=[CH:7][C:8]([Br:21])=[CH:9][CH:10]=1.CO.[BH4-].[Na+]. Product: [NH2:1][C:2]1[O:3][CH2:4][C:5]2([N:22]=1)[C:18]1([CH3:19])[CH:13]([CH2:14][CH2:15][CH:16]([OH:20])[CH2:17]1)[O:12][C:11]1[C:6]2=[CH:7][C:8]([Br:21])=[CH:9][CH:10]=1. The catalyst class is: 7. (3) Reactant: [Cl:1][C:2]1[CH:7]=[CH:6][C:5]([NH:8][C:9]([C:11]2[N:15]3[CH:16]=[CH:17][CH:18]=[N:19][C:14]3=[N:13][C:12]=2[C:20]2[CH:25]=[CH:24][C:23]([F:26])=[CH:22][CH:21]=2)=[O:10])=[CH:4][CH:3]=1.[C:27](=O)([O-])[O-].[Cs+].[Cs+].IC. Product: [Cl:1][C:2]1[CH:7]=[CH:6][C:5]([N:8]([CH3:27])[C:9]([C:11]2[N:15]3[CH:16]=[CH:17][CH:18]=[N:19][C:14]3=[N:13][C:12]=2[C:20]2[CH:21]=[CH:22][C:23]([F:26])=[CH:24][CH:25]=2)=[O:10])=[CH:4][CH:3]=1. The catalyst class is: 9. (4) Reactant: [C:1]([O:5][C:6]([N:8]1[CH2:13][CH2:12][CH:11]([C:14]([OH:16])=O)[CH2:10][CH2:9]1)=[O:7])([CH3:4])([CH3:3])[CH3:2].F[P-](F)(F)(F)(F)F.[N:24]1(O[P+](N(C)C)(N(C)C)N(C)C)[C:28]2C=CC=CC=2N=N1.[NH2:44][C:45]1[CH:50]=[C:49]([O:51][C:52]2[CH:57]=[CH:56][C:55](CN)=[C:54]([N+:60]([O-:62])=[O:61])[CH:53]=2)[CH:48]=[CH:47][N:46]=1. Product: [C:1]([O:5][C:6]([N:8]1[CH2:9][CH2:10][CH:11]([C:14](=[O:16])[NH:44][C:45]2[CH:50]=[C:49]([O:51][C:52]3[CH:57]=[CH:56][C:55]([NH:24][CH3:28])=[C:54]([N+:60]([O-:62])=[O:61])[CH:53]=3)[CH:48]=[CH:47][N:46]=2)[CH2:12][CH2:13]1)=[O:7])([CH3:2])([CH3:3])[CH3:4]. The catalyst class is: 9. (5) Reactant: [CH3:1][C:2]1[C:6]([CH2:7][CH2:8][C:9](=[O:17])[NH:10][C:11]2[CH:16]=[CH:15][CH:14]=[CH:13][CH:12]=2)=[C:5]([C:18]2[CH:23]=[CH:22][C:21]([C:24]3[CH:29]=[CH:28][C:27]([C:30]4([C:33]([OH:35])=[O:34])[CH2:32][CH2:31]4)=[CH:26][CH:25]=3)=[CH:20][CH:19]=2)[O:4][N:3]=1.I[CH3:37]. Product: [CH3:1][C:2]1[C:6]([CH2:7][CH2:8][C:9](=[O:17])[N:10]([CH3:37])[C:11]2[CH:12]=[CH:13][CH:14]=[CH:15][CH:16]=2)=[C:5]([C:18]2[CH:23]=[CH:22][C:21]([C:24]3[CH:25]=[CH:26][C:27]([C:30]4([C:33]([OH:35])=[O:34])[CH2:32][CH2:31]4)=[CH:28][CH:29]=3)=[CH:20][CH:19]=2)[O:4][N:3]=1. The catalyst class is: 1.